From a dataset of Peptide-MHC class I binding affinity with 185,985 pairs from IEDB/IMGT. Regression. Given a peptide amino acid sequence and an MHC pseudo amino acid sequence, predict their binding affinity value. This is MHC class I binding data. (1) The peptide sequence is VGNVYVKF. The binding affinity (normalized) is 0. The MHC is Mamu-A2601 with pseudo-sequence Mamu-A2601. (2) The binding affinity (normalized) is 0.0847. The peptide sequence is RMIESRMSK. The MHC is HLA-A02:01 with pseudo-sequence HLA-A02:01. (3) The binding affinity (normalized) is 0. The MHC is Patr-B0101 with pseudo-sequence Patr-B0101. The peptide sequence is KFYGPFVDR. (4) The binding affinity (normalized) is 0.820. The MHC is HLA-B35:01 with pseudo-sequence HLA-B35:01. The peptide sequence is TPVEHGLVL. (5) The peptide sequence is GMFTDRSGSQ. The MHC is HLA-A68:01 with pseudo-sequence HLA-A68:01. The binding affinity (normalized) is 0. (6) The peptide sequence is YQILQPILQRL. The MHC is Mamu-B03 with pseudo-sequence Mamu-B03. The binding affinity (normalized) is 0.0575. (7) The peptide sequence is DTGKKELALT. The MHC is HLA-A02:03 with pseudo-sequence HLA-A02:03. The binding affinity (normalized) is 0.486.